Dataset: Full USPTO retrosynthesis dataset with 1.9M reactions from patents (1976-2016). Task: Predict the reactants needed to synthesize the given product. (1) Given the product [Cl:3][C:4]1[CH:5]=[C:6]([C@H:10]([O:24][CH2:26][C:27]([O:29][CH2:30][CH3:31])=[O:28])[C@@H:11]2[CH2:16][CH2:15][CH2:14][N:13]([C:17]([O:19][C:20]([CH3:21])([CH3:23])[CH3:22])=[O:18])[CH2:12]2)[CH:7]=[CH:8][CH:9]=1, predict the reactants needed to synthesize it. The reactants are: [H-].[Na+].[Cl:3][C:4]1[CH:5]=[C:6]([C@H:10]([OH:24])[C@@H:11]2[CH2:16][CH2:15][CH2:14][N:13]([C:17]([O:19][C:20]([CH3:23])([CH3:22])[CH3:21])=[O:18])[CH2:12]2)[CH:7]=[CH:8][CH:9]=1.Br[CH2:26][C:27]([O:29][CH2:30][CH3:31])=[O:28].[NH4+].[Cl-]. (2) Given the product [CH3:1][O:2][CH2:3][CH2:4][CH2:5][N:6]([CH3:16])[C:7](=[O:13])[O:8][C:9]([CH3:10])([CH3:12])[CH3:11], predict the reactants needed to synthesize it. The reactants are: [CH3:1][O:2][CH2:3][CH2:4][CH2:5][NH:6][C:7](=[O:13])[O:8][C:9]([CH3:12])([CH3:11])[CH3:10].[OH-].[K+].[CH3:16]I. (3) Given the product [Cl:27][C:28]1[CH:33]=[CH:32][C:31]([N:34]2[C:9](=[O:11])[C:8]3[C:7](=[CH:15][C:14]([OH:16])=[CH:13][CH:12]=3)[N:6]=[C:1]2[CH:2]([CH3:3])[CH3:4])=[CH:30][C:29]=1[F:35], predict the reactants needed to synthesize it. The reactants are: [C:1]([NH:6][C:7]1[CH:15]=[C:14]([O:16][Si](C(C)C)(C(C)C)C(C)C)[CH:13]=[CH:12][C:8]=1[C:9]([OH:11])=O)(=O)[CH:2]([CH3:4])[CH3:3].[Cl:27][C:28]1[CH:33]=[CH:32][C:31]([NH2:34])=[CH:30][C:29]=1[F:35].P(Cl)(Cl)Cl. (4) Given the product [NH2:42][C:38]1[S:39][C:6]([C:8]2[CH:17]=[CH:16][C:15]3[C:10](=[CH:11][CH:12]=[C:13]([C:18]4[N:22]([CH:23]5[CH2:24][CH2:25][CH2:26][CH2:27][CH2:28]5)[C:21]5[CH:29]=[CH:30][C:31]([C:33]([OH:35])=[O:34])=[CH:32][C:20]=5[N:19]=4)[CH:14]=3)[N:9]=2)=[C:7]([CH3:2])[N:37]=1, predict the reactants needed to synthesize it. The reactants are: Br[C:2]1C=CC(O)=[C:6]([C:8]2[CH:17]=[CH:16][C:15]3[C:10](=[CH:11][CH:12]=[C:13]([C:18]4[N:22]([CH:23]5[CH2:28][CH2:27][CH2:26][CH2:25][CH2:24]5)[C:21]5[CH:29]=[CH:30][C:31]([C:33]([OH:35])=[O:34])=[CH:32][C:20]=5[N:19]=4)[CH:14]=3)[N:9]=2)[CH:7]=1.[NH2:37][C:38]1[S:39]C(C(=O)C)=C(C)[N:42]=1.[OH-].[K+]. (5) The reactants are: [C:1]([NH:9][C:10]([N:12]1[C:16]2([C:30]3[CH:35]=[C:34]([Br:36])[CH:33]=[CH:32][C:31]=3[F:37])[CH2:17][N:18]([C:20]([O:22][CH2:23][C:24]3[CH:29]=[CH:28][CH:27]=[CH:26][CH:25]=3)=[O:21])[CH2:19][CH:15]2[CH2:14][O:13]1)=[S:11])(=[O:8])[C:2]1[CH:7]=[CH:6][CH:5]=[CH:4][CH:3]=1. Given the product [C:1]([NH:9][C:10]([NH:12][C:16]1([C:30]2[CH:35]=[C:34]([Br:36])[CH:33]=[CH:32][C:31]=2[F:37])[CH:15]([CH2:14][OH:13])[CH2:19][N:18]([C:20]([O:22][CH2:23][C:24]2[CH:25]=[CH:26][CH:27]=[CH:28][CH:29]=2)=[O:21])[CH2:17]1)=[S:11])(=[O:8])[C:2]1[CH:7]=[CH:6][CH:5]=[CH:4][CH:3]=1, predict the reactants needed to synthesize it. (6) Given the product [NH2:38][C@@H:12]([CH2:11][CH2:10][CH2:9][O:8][CH2:1][C:2]1[CH:7]=[CH:6][CH:5]=[CH:4][CH:3]=1)[CH2:16][C:17]([O:19][C:20]([CH3:23])([CH3:22])[CH3:21])=[O:18], predict the reactants needed to synthesize it. The reactants are: [CH2:1]([O:8][CH2:9][CH2:10][CH2:11][C@@H:12]([CH2:16][C:17]([O:19][C:20]([CH3:23])([CH3:22])[CH3:21])=[O:18])C([O-])=O)[C:2]1[CH:7]=[CH:6][CH:5]=[CH:4][CH:3]=1.C1(P([N:38]=[N+]=[N-])(C2C=CC=CC=2)=O)C=CC=CC=1.C[Si](C)(C)O[Na].C(O)(=O)CC(CC(O)=O)(C(O)=O)O.